Dataset: Reaction yield outcomes from USPTO patents with 853,638 reactions. Task: Predict the reaction yield, written as a fraction of the theoretical maximum amount of product (1.0 means a 100% yield; for example, 0.34 means a 34% yield). (1) The reactants are [NH2:1][C:2]1[S:3][C:4]([CH2:11][CH3:12])=[CH:5][C:6]=1[C:7]([O:9]C)=O.Cl[C:14](Cl)([O:16]C(=O)OC(Cl)(Cl)Cl)Cl.C(N(CC)CC)C.Cl.[CH3:33][O:34][C:35](=[O:39])[CH:36]([CH3:38])[NH2:37]. The catalyst is C(Cl)Cl. The product is [CH2:11]([C:4]1[S:3][C:2]2[NH:1][C:14](=[O:16])[N:37]([CH:36]([CH3:38])[C:35]([O:34][CH3:33])=[O:39])[C:7](=[O:9])[C:6]=2[CH:5]=1)[CH3:12]. The yield is 0.440. (2) The reactants are [F:1][C:2]1[CH:7]=[CH:6][C:5]([C:8]2[N:9]([C:18]3[CH:23]=[CH:22][C:21]([S:24]([CH3:27])(=[O:26])=[O:25])=[CH:20][CH:19]=3)[CH2:10][C:11](O)([C:13]([F:16])([F:15])[F:14])[N:12]=2)=[CH:4][CH:3]=1.O.C1(C)C=CC(S(O)(=O)=O)=CC=1. The catalyst is C1(C)C=CC=CC=1. The product is [F:1][C:2]1[CH:7]=[CH:6][C:5]([C:8]2[N:9]([C:18]3[CH:23]=[CH:22][C:21]([S:24]([CH3:27])(=[O:25])=[O:26])=[CH:20][CH:19]=3)[CH:10]=[C:11]([C:13]([F:16])([F:14])[F:15])[N:12]=2)=[CH:4][CH:3]=1. The yield is 0.520. (3) The reactants are CN(C)C=O.[CH3:6][O:7][C:8]1[CH:9]=[C:10]2[C:15](=[CH:16][C:17]=1[OH:18])[N:14]=[CH:13][CH:12]=[C:11]2[O:19][C:20]1[C:21]([CH3:30])=[N:22][C:23]2[C:28]([CH:29]=1)=[CH:27][CH:26]=[CH:25][CH:24]=2.C(=O)([O-])[O-].[K+].[K+].[CH2:37]([C@H:39]1[O:41][CH2:40]1)Cl. The catalyst is O. The product is [CH3:6][O:7][C:8]1[CH:9]=[C:10]2[C:15](=[CH:16][C:17]=1[O:18][CH2:37][C@@H:39]1[CH2:40][O:41]1)[N:14]=[CH:13][CH:12]=[C:11]2[O:19][C:20]1[C:21]([CH3:30])=[N:22][C:23]2[C:28]([CH:29]=1)=[CH:27][CH:26]=[CH:25][CH:24]=2. The yield is 0.540. (4) The reactants are Cl[C:2]1[N:7]=[C:6]([CH2:8][N:9]2[C:17](=[O:18])[C:16]3[C:11](=[CH:12][CH:13]=[CH:14][CH:15]=3)[C:10]2=[O:19])[CH:5]=[C:4]([C:20]2[CH:25]=[CH:24][C:23]([C:26]([F:29])([F:28])[F:27])=[CH:22][CH:21]=2)[N:3]=1.[N:30]1[CH:35]=[CH:34][CH:33]=[C:32](B(O)O)[CH:31]=1.[O-]P([O-])([O-])=O.[K+].[K+].[K+]. The catalyst is COCCOC.O.C1C=CC([P]([Pd]([P](C2C=CC=CC=2)(C2C=CC=CC=2)C2C=CC=CC=2)([P](C2C=CC=CC=2)(C2C=CC=CC=2)C2C=CC=CC=2)[P](C2C=CC=CC=2)(C2C=CC=CC=2)C2C=CC=CC=2)(C2C=CC=CC=2)C2C=CC=CC=2)=CC=1. The product is [N:30]1[CH:35]=[CH:34][CH:33]=[C:32]([C:2]2[N:7]=[C:6]([CH2:8][N:9]3[C:17](=[O:18])[C:16]4[C:11](=[CH:12][CH:13]=[CH:14][CH:15]=4)[C:10]3=[O:19])[CH:5]=[C:4]([C:20]3[CH:25]=[CH:24][C:23]([C:26]([F:29])([F:28])[F:27])=[CH:22][CH:21]=3)[N:3]=2)[CH:31]=1. The yield is 0.330. (5) The reactants are [C:1]([O:5][C:6]([NH:8][CH2:9][C:10]([NH:12][CH2:13][C:14]([NH:16][C@H:17]([C:25]([NH:27][CH2:28]C(O)=O)=[O:26])[CH2:18][C:19]1[CH:24]=[CH:23][CH:22]=[CH:21][CH:20]=1)=[O:15])=[O:11])=[O:7])([CH3:4])([CH3:3])[CH3:2].ON1C(=O)CCC1=O.Cl.CN(C)CCCN=C=NCC.C([O:56][C:57](=O)[NH:58][CH2:59][CH2:60][CH2:61][C:62]([NH:64][C@@H:65]1[C:70]2=[C:71]3[CH2:86][N:85]4[C:80](=[CH:81][C:82]5[C@:91]([CH2:93][CH3:94])([OH:92])[C:90](=[O:95])[O:89][CH2:88][C:83]=5[C:84]4=[O:87])[C:72]3=[N:73][C:74]3[CH:75]=[C:76]([F:79])[C:77]([CH3:78])=[C:68]([C:69]=32)[CH2:67][CH2:66]1)=[O:63])(C)(C)C. The catalyst is ClCCl.CN(C=O)C. The product is [C:1]([O:5][C:6]([NH:8][CH2:9][C:10]([NH:12][CH2:13][C:14]([NH:16][C@H:17]([C:25]([NH:27][CH2:28][C:57]([NH:58][CH2:59][CH2:60][CH2:61][C:62]([NH:64][C@@H:65]1[C:70]2=[C:71]3[CH2:86][N:85]4[C:80](=[CH:81][C:82]5[C@:91]([CH2:93][CH3:94])([OH:92])[C:90](=[O:95])[O:89][CH2:88][C:83]=5[C:84]4=[O:87])[C:72]3=[N:73][C:74]3[CH:75]=[C:76]([F:79])[C:77]([CH3:78])=[C:68]([C:69]=32)[CH2:67][CH2:66]1)=[O:63])=[O:56])=[O:26])[CH2:18][C:19]1[CH:20]=[CH:21][CH:22]=[CH:23][CH:24]=1)=[O:15])=[O:11])=[O:7])([CH3:4])([CH3:3])[CH3:2]. The yield is 0.730. (6) The reactants are [N+:1]([C:4]1[CH:5]=[CH:6][C:7]2[N:12]([CH2:13][CH2:14][N:15]3[CH2:19][CH2:18][CH2:17][C@H:16]3[C:20]([O:22][C:23]([CH3:26])([CH3:25])[CH3:24])=[O:21])[CH2:11][CH2:10][S:9][C:8]=2[CH:27]=1)([O-])=O.CCO.I.[S:32]1[CH:36]=[CH:35][CH:34]=[C:33]1[C:37](SC)=[NH:38].N. The catalyst is [Pd].CO.C(Cl)Cl. The product is [C:23]([O:22][C:20]([C@@H:16]1[CH2:17][CH2:18][CH2:19][N:15]1[CH2:14][CH2:13][N:12]1[CH2:11][CH2:10][S:9][C:8]2[CH:27]=[C:4]([NH:1][C:37]([C:33]3[S:32][CH:36]=[CH:35][CH:34]=3)=[NH:38])[CH:5]=[CH:6][C:7]1=2)=[O:21])([CH3:26])([CH3:25])[CH3:24]. The yield is 0.631. (7) The reactants are ClCCl.C([O-])(=O)C.[K+].[B:18]1([B:18]2[O:22][C:21]([CH3:24])([CH3:23])[C:20]([CH3:26])([CH3:25])[O:19]2)[O:22][C:21]([CH3:24])([CH3:23])[C:20]([CH3:26])([CH3:25])[O:19]1.Br[C:28]1[CH:29]=[CH:30][C:31]2[NH:36][CH2:35][CH:34]([CH3:37])[O:33][C:32]=2[CH:38]=1. The catalyst is O1CCOCC1. The product is [CH3:37][CH:34]1[O:33][C:32]2[CH:38]=[C:28]([B:18]3[O:19][C:20]([CH3:25])([CH3:26])[C:21]([CH3:23])([CH3:24])[O:22]3)[CH:29]=[CH:30][C:31]=2[NH:36][CH2:35]1. The yield is 0.700. (8) The reactants are [C:1]1([CH2:7][CH2:8][CH2:9][CH2:10][CH2:11][CH2:12][CH2:13][CH2:14][NH:15][C:16](=[O:47])[C:17]2[CH:22]=[C:21]([C:23]3[CH:28]=[CH:27][CH:26]=[C:25]([C:29]([F:32])([F:31])[F:30])[CH:24]=3)[C:20]([O:33][CH2:34][CH2:35]Br)=[C:19]([C:37]3[CH:42]=[CH:41][CH:40]=[C:39]([C:43]([F:46])([F:45])[F:44])[CH:38]=3)[CH:18]=2)[CH:6]=[CH:5][CH:4]=[CH:3][CH:2]=1.C([O-])([O-])=O.[K+].[K+].[OH:54][C:55]1[CH:64]=[C:63]([OH:65])[CH:62]=[CH:61][C:56]=1[C:57]([O:59][CH3:60])=[O:58]. The catalyst is CC(C)=O. The product is [CH3:60][O:59][C:57](=[O:58])[C:56]1[CH:61]=[CH:62][C:63]([O:65][CH2:35][CH2:34][O:33][C:20]2[C:21]([C:23]3[CH:28]=[CH:27][CH:26]=[C:25]([C:29]([F:32])([F:31])[F:30])[CH:24]=3)=[CH:22][C:17]([C:16](=[O:47])[NH:15][CH2:14][CH2:13][CH2:12][CH2:11][CH2:10][CH2:9][CH2:8][CH2:7][C:1]3[CH:6]=[CH:5][CH:4]=[CH:3][CH:2]=3)=[CH:18][C:19]=2[C:37]2[CH:42]=[CH:41][CH:40]=[C:39]([C:43]([F:46])([F:45])[F:44])[CH:38]=2)=[CH:64][C:55]=1[OH:54]. The yield is 0.600. (9) The reactants are [CH2:1]([O:8][C:9]1[CH:14]=[CH:13][C:12]([C@@H:15]2[CH2:17][C@H:16]2[N+:18]([O-])=O)=[CH:11][CH:10]=1)[C:2]1[CH:7]=[CH:6][CH:5]=[CH:4][CH:3]=1.Cl. The catalyst is CC(O)C.[Zn]. The product is [CH2:1]([O:8][C:9]1[CH:10]=[CH:11][C:12]([C@@H:15]2[CH2:17][C@H:16]2[NH2:18])=[CH:13][CH:14]=1)[C:2]1[CH:3]=[CH:4][CH:5]=[CH:6][CH:7]=1. The yield is 0.700.